Dataset: Reaction yield outcomes from USPTO patents with 853,638 reactions. Task: Predict the reaction yield, written as a fraction of the theoretical maximum amount of product (1.0 means a 100% yield; for example, 0.34 means a 34% yield). (1) The reactants are C([O:3][C:4]([C:6]1[C:15](=[O:16])[C:14]2[C:9](=[CH:10][C:11]([O:26][CH3:27])=[C:12]([CH2:17][C:18]3[CH:23]=[CH:22][CH:21]=[C:20]([Cl:24])[C:19]=3[F:25])[CH:13]=2)[N:8]([C@H:28]([C:32](C)(C)[O:33][SiH2]C(C)(C)C)[CH:29]([CH3:31])[CH3:30])[CH:7]=1)=[O:5])C.C(O)(C)C.[OH-].[Na+]. The catalyst is CCCCCCC. The product is [Cl:24][C:20]1[C:19]([F:25])=[C:18]([CH:23]=[CH:22][CH:21]=1)[CH2:17][C:12]1[CH:13]=[C:14]2[C:9](=[CH:10][C:11]=1[O:26][CH3:27])[N:8]([C@H:28]([CH2:32][OH:33])[CH:29]([CH3:31])[CH3:30])[CH:7]=[C:6]([C:4]([OH:5])=[O:3])[C:15]2=[O:16]. The yield is 0.993. (2) The product is [OH:45][C@H:44]([CH2:43][OH:42])[CH2:46][CH2:47][NH:48][C:36]([CH:16]1[CH:15]([C:11]2[CH:12]=[CH:13][CH:14]=[C:9]([Cl:8])[C:10]=2[F:39])[C:19]([C:22]2[CH:27]=[CH:26][C:25]([Cl:28])=[CH:24][C:23]=2[F:29])([C:20]#[N:21])[CH:18]([CH2:30][C:31]2([CH2:34][OH:35])[CH2:32][CH2:33]2)[NH:17]1)=[O:37]. The reactants are FC(F)(F)C(O)=O.[Cl:8][C:9]1[C:10]([F:39])=[C:11]([CH:15]2[C:19]([C:22]3[CH:27]=[CH:26][C:25]([Cl:28])=[CH:24][C:23]=3[F:29])([C:20]#[N:21])[CH:18]([CH2:30][C:31]3([CH2:34][OH:35])[CH2:33][CH2:32]3)[NH:17][CH:16]2[C:36](O)=[O:37])[CH:12]=[CH:13][CH:14]=1.CC1(C)[O:45][C@@H:44]([CH2:46][CH2:47][NH2:48])[CH2:43][O:42]1.CN(C(ON1N=NC2C=CC=NC1=2)=[N+](C)C)C.F[P-](F)(F)(F)(F)F.CCN(C(C)C)C(C)C.Cl. The yield is 0.400. The catalyst is C(Cl)Cl.O1CCCC1. (3) The reactants are Cl[CH2:2][O:3][CH3:4].[Br:5][C:6]1[CH:7]=[C:8]([OH:13])[CH:9]=[C:10]([Br:12])[CH:11]=1.C(N(C(C)C)CC)(C)C.O. The catalyst is C(Cl)Cl. The product is [Br:5][C:6]1[CH:7]=[C:8]([O:13][CH2:2][O:3][CH3:4])[CH:9]=[C:10]([Br:12])[CH:11]=1. The yield is 1.00. (4) The reactants are C(N(CC)CC)C.[F:8][C:9]1[CH:17]=[CH:16][C:15]([CH2:18][C:19]2[C:28]3[C:23](=[CH:24][CH:25]=[CH:26][CH:27]=3)[C:22](=[O:29])[NH:21][N:20]=2)=[CH:14][C:10]=1[C:11](O)=[O:12].Cl.[CH:31]1([O:36][CH:37]2[CH2:42][CH2:41][NH:40][CH2:39][CH2:38]2)[CH2:35][CH2:34][CH2:33][CH2:32]1.F[P-](F)(F)(F)(F)F.N1(OC(N(C)C)=[N+](C)C)C2C=CC=CC=2N=N1. The catalyst is CC(N(C)C)=O. The product is [CH:31]1([O:36][CH:37]2[CH2:42][CH2:41][N:40]([C:11]([C:10]3[CH:14]=[C:15]([CH:16]=[CH:17][C:9]=3[F:8])[CH2:18][C:19]3[C:28]4[C:23](=[CH:24][CH:25]=[CH:26][CH:27]=4)[C:22](=[O:29])[NH:21][N:20]=3)=[O:12])[CH2:39][CH2:38]2)[CH2:35][CH2:34][CH2:33][CH2:32]1. The yield is 0.372. (5) The reactants are C(P(C(C)(C)C)C1C=CC=CC=1C1C(C(C)C)=CC(C(C)C)=CC=1C(C)C)(C)(C)C.Br[C:32]1[N:33]=[C:34]2[CH:40]=[C:39]([C:41]3[C:49]4[C:44](=[CH:45][CH:46]=[C:47]([O:50][CH3:51])[CH:48]=4)[N:43]([CH3:52])[CH:42]=3)[N:38]([CH2:53][O:54][CH2:55][CH2:56][Si:57]([CH3:60])([CH3:59])[CH3:58])[C:35]2=[N:36][CH:37]=1.[NH:61]([C:63]([O:65][C:66]([CH3:69])([CH3:68])[CH3:67])=[O:64])[NH2:62].CC(C)([O-])C.[Na+]. The catalyst is O1CCOCC1. The product is [CH3:51][O:50][C:47]1[CH:48]=[C:49]2[C:44](=[CH:45][CH:46]=1)[N:43]([CH3:52])[CH:42]=[C:41]2[C:39]1[N:38]([CH2:53][O:54][CH2:55][CH2:56][Si:57]([CH3:60])([CH3:59])[CH3:58])[C:35]2=[N:36][CH:37]=[C:32]([NH:62][NH:61][C:63]([O:65][C:66]([CH3:69])([CH3:68])[CH3:67])=[O:64])[N:33]=[C:34]2[CH:40]=1. The yield is 0.700. (6) The reactants are CCN(C(C)C)C(C)C.Cl[C:11]1[CH:12]=[CH:13][C:14]2[N:15]([C:17]([C:20]([F:23])([F:22])[F:21])=[N:18][N:19]=2)[N:16]=1.[C:24]([N:27]1[CH2:32][CH2:31][N:30]([CH2:33][CH2:34][CH2:35][O:36][C:37]2[CH:42]=[CH:41][C:40]([CH:43]3[CH2:48][CH2:47][NH:46][CH2:45][CH2:44]3)=[CH:39][CH:38]=2)[CH2:29][CH2:28]1)(=[O:26])[CH3:25]. The catalyst is CN(C=O)C. The product is [C:24]([N:27]1[CH2:32][CH2:31][N:30]([CH2:33][CH2:34][CH2:35][O:36][C:37]2[CH:38]=[CH:39][C:40]([CH:43]3[CH2:48][CH2:47][N:46]([C:11]4[CH:12]=[CH:13][C:14]5[N:15]([C:17]([C:20]([F:23])([F:22])[F:21])=[N:18][N:19]=5)[N:16]=4)[CH2:45][CH2:44]3)=[CH:41][CH:42]=2)[CH2:29][CH2:28]1)(=[O:26])[CH3:25]. The yield is 0.950. (7) The reactants are [O-]P([O-])([O-])=O.[K+].[K+].[K+].[CH2:9]([NH2:16])[C:10]1[CH:15]=[CH:14][CH:13]=[CH:12][CH:11]=1.I[C:18]1[C:27]2[C:22](=[CH:23][CH:24]=[CH:25][CH:26]=2)[CH:21]=[CH:20][CH:19]=1.C(O)CO. The catalyst is [Cu]I.CCCCCC.C(OCC)(=O)C.CC(O)C. The product is [C:18]1([NH:16][CH2:9][C:10]2[CH:15]=[CH:14][CH:13]=[CH:12][CH:11]=2)[C:27]2[C:22](=[CH:23][CH:24]=[CH:25][CH:26]=2)[CH:21]=[CH:20][CH:19]=1. The yield is 0.700. (8) The reactants are [OH:1]/[N:2]=[C:3](\[C:10]#[N:11])/[C:4]1[CH:9]=[CH:8][CH:7]=[CH:6][CH:5]=1.[CH3:12][C:13]1[CH:18]=[CH:17][C:16]([S:19](Cl)(=[O:21])=[O:20])=[CH:15][CH:14]=1. The catalyst is C1(C)C=CC=CC=1.C(OCC)(=O)C. The product is [S:19]([O:1]/[N:2]=[C:3](\[C:10]#[N:11])/[C:4]1[CH:9]=[CH:8][CH:7]=[CH:6][CH:5]=1)([C:16]1[CH:17]=[CH:18][C:13]([CH3:12])=[CH:14][CH:15]=1)(=[O:21])=[O:20]. The yield is 0.604. (9) The reactants are Br[C:2]1[CH:3]=[CH:4][C:5]([S:12]([CH3:15])(=[O:14])=[O:13])=[C:6]([CH:11]=1)[C:7]([O:9][CH3:10])=[O:8].[B:16]1([B:16]2[O:20][C:19]([CH3:22])([CH3:21])[C:18]([CH3:24])([CH3:23])[O:17]2)[O:20][C:19]([CH3:22])([CH3:21])[C:18]([CH3:24])([CH3:23])[O:17]1.C([O-])(=O)C.[K+]. The catalyst is O1CCOCC1.C1C=CC(P(C2C=CC=CC=2)[C-]2C=CC=C2)=CC=1.C1C=CC(P(C2C=CC=CC=2)[C-]2C=CC=C2)=CC=1.Cl[Pd]Cl.[Fe+2]. The product is [CH3:15][S:12]([C:5]1[CH:4]=[CH:3][C:2]([B:16]2[O:20][C:19]([CH3:22])([CH3:21])[C:18]([CH3:24])([CH3:23])[O:17]2)=[CH:11][C:6]=1[C:7]([O:9][CH3:10])=[O:8])(=[O:14])=[O:13]. The yield is 0.431.